This data is from Catalyst prediction with 721,799 reactions and 888 catalyst types from USPTO. The task is: Predict which catalyst facilitates the given reaction. (1) Reactant: O.[OH-].[Li+].[CH3:4][C:5]1[N:6]=[CH:7][C:8]([C:11]2[N:15]([C:16]3[CH:17]=[N:18][C:19]([CH3:22])=[CH:20][CH:21]=3)[N:14]=[C:13]([C:23]([O:25]CC)=[O:24])[CH:12]=2)=[N:9][CH:10]=1.Cl. Product: [CH3:4][C:5]1[N:6]=[CH:7][C:8]([C:11]2[N:15]([C:16]3[CH:17]=[N:18][C:19]([CH3:22])=[CH:20][CH:21]=3)[N:14]=[C:13]([C:23]([OH:25])=[O:24])[CH:12]=2)=[N:9][CH:10]=1. The catalyst class is: 132. (2) Reactant: CC1(C)[N:6](C(OC(C)(C)C)=O)[C@@:5]([CH3:42])([C:14]2[S:15][C:16]([C:19]3[CH:24]=[CH:23][C:22]([O:25][CH2:26][CH2:27][CH2:28][CH2:29][CH2:30][CH2:31][C:32]4[CH:37]=[CH:36][CH:35]=[CH:34][CH:33]=4)=[C:21]([C:38]([F:41])([F:40])[F:39])[CH:20]=3)=[CH:17][N:18]=2)[CH2:4][O:3]1. Product: [NH2:6][C@@:5]([C:14]1[S:15][C:16]([C:19]2[CH:24]=[CH:23][C:22]([O:25][CH2:26][CH2:27][CH2:28][CH2:29][CH2:30][CH2:31][C:32]3[CH:37]=[CH:36][CH:35]=[CH:34][CH:33]=3)=[C:21]([C:38]([F:40])([F:41])[F:39])[CH:20]=2)=[CH:17][N:18]=1)([CH3:42])[CH2:4][OH:3]. The catalyst class is: 47. (3) Reactant: [CH3:1][C:2]([NH:7][C:8](=[O:35])[C:9]1[C:10](=[CH:30][CH:31]=[CH:32][C:33]=1[I:34])[C:11]([NH:13][C:14]1[CH:19]=[CH:18][C:17]([CH:20]([C:25]([F:28])([F:27])[F:26])[C:21]([F:24])([F:23])[F:22])=[CH:16][C:15]=1[CH3:29])=[O:12])([CH3:6])[CH2:3][S:4][CH3:5].ClC1C=CC=C(C(OO)=[O:44])C=1. Product: [CH3:6][C:2]([NH:7][C:8](=[O:35])[C:9]1[C:10](=[CH:30][CH:31]=[CH:32][C:33]=1[I:34])[C:11]([NH:13][C:14]1[CH:19]=[CH:18][C:17]([CH:20]([C:21]([F:23])([F:22])[F:24])[C:25]([F:28])([F:26])[F:27])=[CH:16][C:15]=1[CH3:29])=[O:12])([CH3:1])[CH2:3][S:4]([CH3:5])=[O:44]. The catalyst class is: 22. (4) Reactant: [CH:1]1([CH2:4][CH2:5][N:6]2[C:11](=[O:12])[CH2:10][C:9](=[O:13])[N:8]([C:14]3[CH:19]=[CH:18][CH:17]=[C:16]([N+:20]([O-:22])=[O:21])[CH:15]=3)[C:7]2=[O:23])[CH2:3][CH2:2]1.C(N(C(C)C)CC)(C)C.[N:33]([CH2:36][C:37]([O:39]CC)=[O:38])=[C:34]=[O:35]. Product: [CH:1]1([CH2:4][CH2:5][N:6]2[C:11]([OH:12])=[C:10]([C:34]([NH:33][CH2:36][C:37]([OH:39])=[O:38])=[O:35])[C:9](=[O:13])[N:8]([C:14]3[CH:19]=[CH:18][CH:17]=[C:16]([N+:20]([O-:22])=[O:21])[CH:15]=3)[C:7]2=[O:23])[CH2:3][CH2:2]1. The catalyst class is: 4. (5) Reactant: C(O[C:4]([C:6]1[N:11]2[N:12]=[C:13]([NH:15][C:16]([NH:18][CH2:19][CH3:20])=[O:17])[N:14]=[C:10]2[CH:9]=[C:8]([Br:21])[CH:7]=1)=[O:5])C.[CH3:22][O:23][C:24]1[CH:25]=[C:26]([CH:29]=[CH:30][C:31]=1[O:32][CH3:33])[CH2:27][NH2:28]. Product: [CH3:22][O:23][C:24]1[CH:25]=[C:26]([CH:29]=[CH:30][C:31]=1[O:32][CH3:33])[CH2:27][NH:28][C:4]([C:6]1[N:11]2[N:12]=[C:13]([NH:15][C:16]([NH:18][CH2:19][CH3:20])=[O:17])[N:14]=[C:10]2[CH:9]=[C:8]([Br:21])[CH:7]=1)=[O:5]. The catalyst class is: 8. (6) Reactant: C([O:3][C:4]([C:6]1[CH:38]=[CH:37][C:9]2[N:10]=[C:11]([C:14]3[N:23]=[C:22]([C:24]4[CH:29]=[CH:28][C:27]([CH:30]([CH3:32])[CH3:31])=[CH:26][CH:25]=4)[C:21]4[C:16](=[CH:17][CH:18]=[C:19]([O:33][CH2:34][C:35]#[CH:36])[CH:20]=4)[N:15]=3)[N:12]([CH3:13])[C:8]=2[CH:7]=1)=[O:5])C.[OH-].[Na+]. Product: [CH:30]([C:27]1[CH:26]=[CH:25][C:24]([C:22]2[C:21]3[C:16](=[CH:17][CH:18]=[C:19]([O:33][CH2:34][C:35]#[CH:36])[CH:20]=3)[N:15]=[C:14]([C:11]3[N:12]([CH3:13])[C:8]4[CH:7]=[C:6]([C:4]([OH:5])=[O:3])[CH:38]=[CH:37][C:9]=4[N:10]=3)[N:23]=2)=[CH:29][CH:28]=1)([CH3:32])[CH3:31]. The catalyst class is: 8.